Predict the reactants needed to synthesize the given product. From a dataset of Full USPTO retrosynthesis dataset with 1.9M reactions from patents (1976-2016). (1) Given the product [Cl:12][C:13]1[C:22]2[C:17](=[CH:18][CH:19]=[C:20]([C:23]([C:25]3[N:29]([CH3:30])[C:28]([CH3:31])=[N:27][CH:26]=3)([C:11]3[N:7]([CH3:6])[N:8]=[N:9][CH:10]=3)[OH:24])[CH:21]=2)[N:16]=[C:15]([O:32][CH3:33])[C:14]=1[O:34][CH:35]([CH3:37])[CH3:36], predict the reactants needed to synthesize it. The reactants are: [Li]CCCC.[CH3:6][N:7]1[CH:11]=[CH:10][N:9]=[N:8]1.[Cl:12][C:13]1[C:22]2[C:17](=[CH:18][CH:19]=[C:20]([C:23]([C:25]3[N:29]([CH3:30])[C:28]([CH3:31])=[N:27][CH:26]=3)=[O:24])[CH:21]=2)[N:16]=[C:15]([O:32][CH3:33])[C:14]=1[O:34][CH:35]([CH3:37])[CH3:36]. (2) Given the product [CH2:24]([O:26][C:27]([CH2:29][NH:30][CH2:31][C:32]1[CH:33]=[C:34]([NH:35]/[C:4](=[C:11]2\[C:12](=[O:23])[NH:13][C:14]3[C:19]\2=[CH:18][C:17]([N+:20]([O-:22])=[O:21])=[CH:16][CH:15]=3)/[C:5]2[CH:10]=[CH:9][CH:8]=[CH:7][CH:6]=2)[CH:36]=[CH:37][CH:38]=1)=[O:28])[CH3:25], predict the reactants needed to synthesize it. The reactants are: C(O[C:4](=[C:11]1[C:19]2[C:14](=[CH:15][CH:16]=[C:17]([N+:20]([O-:22])=[O:21])[CH:18]=2)[NH:13][C:12]1=[O:23])[C:5]1[CH:10]=[CH:9][CH:8]=[CH:7][CH:6]=1)C.[CH2:24]([O:26][C:27]([CH2:29][NH:30][CH2:31][C:32]1[CH:33]=[C:34]([CH:36]=[CH:37][CH:38]=1)[NH2:35])=[O:28])[CH3:25]. (3) Given the product [Br:16][C:17]1[CH:26]=[C:25]2[C:20]([C:21](=[O:32])[C:22]([C:27]([O:29][CH2:30][CH3:31])=[O:28])=[CH:23][N:24]2[CH2:12][C:11]2[CH:14]=[CH:15][C:8]([Cl:7])=[CH:9][CH:10]=2)=[CH:19][CH:18]=1, predict the reactants needed to synthesize it. The reactants are: C(=O)([O-])[O-].[K+].[K+].[Cl:7][C:8]1[CH:15]=[CH:14][C:11]([CH2:12]Br)=[CH:10][CH:9]=1.[Br:16][C:17]1[CH:26]=[C:25]2[C:20]([C:21](=[O:32])[C:22]([C:27]([O:29][CH2:30][CH3:31])=[O:28])=[CH:23][NH:24]2)=[CH:19][CH:18]=1. (4) The reactants are: [CH3:1][O:2][C:3]([C:5]1[CH:13]=[C:12]2[C:8]([C:9]([CH2:14][N:15]3[CH2:20][CH2:19][O:18][CH2:17][CH2:16]3)=[CH:10][NH:11]2)=[CH:7][CH:6]=1)=[O:4].[H-].[Na+].[CH3:23]I. Given the product [CH3:1][O:2][C:3]([C:5]1[CH:13]=[C:12]2[C:8]([C:9]([CH2:14][N:15]3[CH2:20][CH2:19][O:18][CH2:17][CH2:16]3)=[CH:10][N:11]2[CH3:23])=[CH:7][CH:6]=1)=[O:4], predict the reactants needed to synthesize it. (5) Given the product [Cl:34][C:29]1[CH:28]=[C:27]([CH2:26][CH2:25][NH:24][C:2]2[N:7]=[C:6]([C:8]3[CH:23]=[CH:22][CH:21]=[C:10]([CH2:11][NH:12][CH2:13][CH2:14][C:15]4[CH:20]=[CH:19][N:18]=[CH:17][CH:16]=4)[CH:9]=3)[CH:5]=[CH:4][N:3]=2)[CH:32]=[CH:31][C:30]=1[OH:33], predict the reactants needed to synthesize it. The reactants are: Cl[C:2]1[N:7]=[C:6]([C:8]2[CH:9]=[C:10]([CH:21]=[CH:22][CH:23]=2)[CH2:11][NH:12][CH2:13][CH2:14][C:15]2[CH:20]=[CH:19][N:18]=[CH:17][CH:16]=2)[CH:5]=[CH:4][N:3]=1.[NH2:24][CH2:25][CH2:26][C:27]1[CH:32]=[CH:31][C:30]([OH:33])=[C:29]([Cl:34])[CH:28]=1. (6) The reactants are: [B:10]1([B:10]2[O:14][C:13]([CH3:16])([CH3:15])[C:12]([CH3:18])([CH3:17])[O:11]2)[O:14][C:13]([CH3:16])([CH3:15])[C:12]([CH3:18])([CH3:17])[O:11]1.Br[C:20]1[CH:39]=[CH:38][C:23]([CH2:24][N:25]2[CH2:29][C:28]3[CH:30]=[C:31]([C:33]([CH3:36])([CH3:35])[CH3:34])[S:32][C:27]=3[C:26]2=[O:37])=[C:22]([F:40])[CH:21]=1.C([O-])(=O)C.[K+]. Given the product [C:33]([C:31]1[S:32][C:27]2[C:26](=[O:37])[N:25]([CH2:24][C:23]3[CH:38]=[CH:39][C:20]([B:10]4[O:11][C:12]([CH3:17])([CH3:18])[C:13]([CH3:15])([CH3:16])[O:14]4)=[CH:21][C:22]=3[F:40])[CH2:29][C:28]=2[CH:30]=1)([CH3:36])([CH3:34])[CH3:35], predict the reactants needed to synthesize it. (7) The reactants are: [OH-].[Na+].C([O:6][CH2:7][CH2:8][C:9]([F:18])([F:17])[C:10]1[CH:15]=[CH:14][C:13]([F:16])=[CH:12][CH:11]=1)(=O)C.CCCCCC.CC(=O)OCC. Given the product [F:18][C:9]([F:17])([C:10]1[CH:15]=[CH:14][C:13]([F:16])=[CH:12][CH:11]=1)[CH2:8][CH2:7][OH:6], predict the reactants needed to synthesize it. (8) Given the product [Cl:1][C:2]1[C:10]2[N:9]=[C:8]3[N:11]([C:15]4[CH:20]=[CH:19][C:18]([Cl:21])=[CH:17][C:16]=4[Cl:22])[CH2:12][CH2:13][CH2:14][N:7]3[C:6]=2[C:5]([CH:23]([NH:26][C:29](=[O:30])[CH:28]([F:32])[F:27])[CH2:24][CH3:25])=[CH:4][CH:3]=1, predict the reactants needed to synthesize it. The reactants are: [Cl:1][C:2]1[C:10]2[N:9]=[C:8]3[N:11]([C:15]4[CH:20]=[CH:19][C:18]([Cl:21])=[CH:17][C:16]=4[Cl:22])[CH2:12][CH2:13][CH2:14][N:7]3[C:6]=2[C:5]([CH:23]([NH2:26])[CH2:24][CH3:25])=[CH:4][CH:3]=1.[F:27][CH:28]([F:32])[C:29](O)=[O:30].Cl.C(N=C=NCCCN(C)C)C.O.ON1C2C=CC=CC=2N=N1.C(N(CC)CC)C. (9) Given the product [CH2:34]([N:20]1[C:19](=[O:38])[C:18]2([CH2:17][CH2:16][N:15]([S:12]([C:7]3[CH:6]=[C:5]([CH2:4][C:3]([OH:41])=[O:2])[CH:10]=[CH:9][C:8]=3[CH3:11])(=[O:14])=[O:13])[CH2:40][CH2:39]2)[N:22]([CH2:23][CH2:24][C:25]2[CH:26]=[CH:27][C:28]([O:31][CH3:32])=[CH:29][CH:30]=2)[C:21]1=[O:33])[CH:35]([CH3:37])[CH3:36], predict the reactants needed to synthesize it. The reactants are: C[O:2][C:3](=[O:41])[CH2:4][C:5]1[CH:10]=[CH:9][C:8]([CH3:11])=[C:7]([S:12]([N:15]2[CH2:40][CH2:39][C:18]3([N:22]([CH2:23][CH2:24][C:25]4[CH:30]=[CH:29][C:28]([O:31][CH3:32])=[CH:27][CH:26]=4)[C:21](=[O:33])[N:20]([CH2:34][CH:35]([CH3:37])[CH3:36])[C:19]3=[O:38])[CH2:17][CH2:16]2)(=[O:14])=[O:13])[CH:6]=1.[Li+].[OH-].Cl.